Task: Predict the reaction yield, written as a fraction of the theoretical maximum amount of product (1.0 means a 100% yield; for example, 0.34 means a 34% yield).. Dataset: Reaction yield outcomes from USPTO patents with 853,638 reactions (1) The reactants are [N:1]1[CH:6]=[CH:5][CH:4]=[C:3]([C:7]2[N:16]=[C:15]([C:17]([OH:19])=O)[C:14]3[C:9](=[CH:10][CH:11]=[CH:12][CH:13]=3)[N:8]=2)[CH:2]=1.Cl.[OH:21][C:22]1[C:31]([O:32][CH3:33])=[CH:30][CH:29]=[C:28]2[C:23]=1[CH2:24][CH2:25][NH:26][CH2:27]2. No catalyst specified. The product is [N:1]1[CH:6]=[CH:5][CH:4]=[C:3]([C:7]2[N:16]=[C:15]([C:17]([N:26]3[CH2:25][CH2:24][C:23]4[C:28](=[CH:29][CH:30]=[C:31]([O:32][CH3:33])[C:22]=4[OH:21])[CH2:27]3)=[O:19])[C:14]3[C:9](=[CH:10][CH:11]=[CH:12][CH:13]=3)[N:8]=2)[CH:2]=1. The yield is 0.160. (2) The reactants are [CH:1]([O:4][C:5]1[CH:14]=[C:13]([C:15]([F:18])([F:17])[F:16])[C:12]2[C:7](=[CH:8][CH:9]=[C:10]3[NH:22][C@H:21]([CH:23]([CH3:25])[CH3:24])[CH2:20][O:19][C:11]3=2)[N:6]=1)([CH3:3])[CH3:2].C([O-])([O-])=O.[K+].[K+].[CH2:32](Br)[CH:33]=[CH2:34].O. The catalyst is CN(C=O)C. The product is [CH2:34]([N:22]1[C:10]2[C:11](=[C:12]3[C:7](=[CH:8][CH:9]=2)[N:6]=[C:5]([O:4][CH:1]([CH3:3])[CH3:2])[CH:14]=[C:13]3[C:15]([F:18])([F:17])[F:16])[O:19][CH2:20][C@H:21]1[CH:23]([CH3:25])[CH3:24])[CH:33]=[CH2:32]. The yield is 0.910. (3) The product is [ClH:36].[CH:33]1([C:18]2[C:17]([CH2:16][NH2:8])=[CH:22][C:21]([C:23]3[CH:28]=[N:27][C:26]([C:29]([F:30])([F:32])[F:31])=[N:25][CH:24]=3)=[CH:20][N:19]=2)[CH2:35][CH2:34]1. The yield is 0.750. The reactants are C(OC([N:8]([CH2:16][C:17]1[C:18]([CH:33]2[CH2:35][CH2:34]2)=[N:19][CH:20]=[C:21]([C:23]2[CH:24]=[N:25][C:26]([C:29]([F:32])([F:31])[F:30])=[N:27][CH:28]=2)[CH:22]=1)C(=O)OC(C)(C)C)=O)(C)(C)C.[ClH:36]. The catalyst is O1CCOCC1. (4) The reactants are [NH2:1][C:2]1[C:10]([Cl:11])=[CH:9][CH:8]=[CH:7][C:3]=1[C:4]([OH:6])=[O:5].S(OC)(O[CH3:16])(=O)=O.C(=O)([O-])[O-].[K+].[K+]. The catalyst is [Br-].C([N+](CCCC)(CCCC)CCCC)CCC.C1(C)C=CC=CC=1. The product is [NH2:1][C:2]1[C:10]([Cl:11])=[CH:9][CH:8]=[CH:7][C:3]=1[C:4]([O:6][CH3:16])=[O:5]. The yield is 0.960. (5) The reactants are [CH3:1][C:2]1O[C:4](=[O:15])[C:5]2[C:11]([N+:12]([O-:14])=[O:13])=[CH:10][CH:9]=[CH:8][C:6]=2[N:7]=1.Br.[NH2:17][C@@:18]1([CH3:26])[CH2:23][CH2:22][C:21](=[O:24])[NH:20][C:19]1=[O:25].N1C=CN=C1.C1(OP(OC2C=CC=CC=2)OC2C=CC=CC=2)C=CC=CC=1. The catalyst is CN(C=O)C. The product is [CH3:26][C@:18]1([N:17]2[C:4](=[O:15])[C:5]3[C:6](=[CH:8][CH:9]=[CH:10][C:11]=3[N+:12]([O-:14])=[O:13])[N:7]=[C:2]2[CH3:1])[CH2:23][CH2:22][C:21](=[O:24])[NH:20][C:19]1=[O:25]. The yield is 0.220. (6) The reactants are C(OC(=O)[NH:7][CH:8]([C:11]([N:13]1[CH2:18][CH2:17][C:16]([C:39]2[CH:44]=[CH:43][CH:42]=[C:41]([F:45])[CH:40]=2)([CH2:19][CH2:20][N:21]2[CH:26]3[CH2:27][CH2:28][CH:22]2[CH2:23][CH:24]([N:29]2[C:33]4[CH:34]=[CH:35][CH:36]=[CH:37][C:32]=4[N:31]=[C:30]2[CH3:38])[CH2:25]3)[CH2:15][CH2:14]1)=[O:12])[CH2:9][CH3:10])(C)(C)C.Cl. No catalyst specified. The product is [NH2:7][CH:8]([CH2:9][CH3:10])[C:11]([N:13]1[CH2:18][CH2:17][C:16]([C:39]2[CH:44]=[CH:43][CH:42]=[C:41]([F:45])[CH:40]=2)([CH2:19][CH2:20][N:21]2[CH:26]3[CH2:27][CH2:28][CH:22]2[CH2:23][CH:24]([N:29]2[C:33]4[CH:34]=[CH:35][CH:36]=[CH:37][C:32]=4[N:31]=[C:30]2[CH3:38])[CH2:25]3)[CH2:15][CH2:14]1)=[O:12]. The yield is 0.990. (7) The reactants are [Cl:1][C:2]1[C:7]([NH:8][C:9](=[O:17])[CH2:10][C:11]2[CH:16]=[CH:15][CH:14]=[CH:13][CH:12]=2)=[CH:6][N:5]=[C:4]([C:18]2[CH:23]=[CH:22][CH:21]=[CH:20][CH:19]=2)[N:3]=1.Cl.CN.[CH2:27]([N:29](CC)CC)C. The catalyst is C(O)(C)C. The product is [ClH:1].[CH3:27][NH:29][C:2]1[C:7]([NH:8][C:9](=[O:17])[CH2:10][C:11]2[CH:16]=[CH:15][CH:14]=[CH:13][CH:12]=2)=[CH:6][N:5]=[C:4]([C:18]2[CH:23]=[CH:22][CH:21]=[CH:20][CH:19]=2)[N:3]=1. The yield is 0.851. (8) The reactants are C(OC([N:8]1[CH2:13][CH2:12][CH:11]([CH2:14][NH:15][C:16]2[N:21]3[N:22]=[CH:23][C:24]([Br:25])=[C:20]3[N:19]=[C:18]([C:26]3[CH:31]=[CH:30][CH:29]=[CH:28][C:27]=3[Cl:32])[CH:17]=2)[CH2:10][CH2:9]1)=O)(C)(C)C.S(=O)(=O)(O)O. The catalyst is CO.O1CCOCC1. The product is [Br:25][C:24]1[CH:23]=[N:22][N:21]2[C:16]([NH:15][CH2:14][CH:11]3[CH2:10][CH2:9][NH:8][CH2:13][CH2:12]3)=[CH:17][C:18]([C:26]3[CH:31]=[CH:30][CH:29]=[CH:28][C:27]=3[Cl:32])=[N:19][C:20]=12. The yield is 0.880. (9) The reactants are [Cl:1][C:2]1[CH:7]=[C:6]([Cl:8])[N:5]=[C:4]([NH2:9])[N:3]=1.N1C=CC=CC=1.[F:16][C:17]([F:28])([F:27])[C:18](O[C:18](=[O:19])[C:17]([F:28])([F:27])[F:16])=[O:19]. The catalyst is ClCCl. The product is [Cl:1][C:2]1[CH:7]=[C:6]([Cl:8])[N:5]=[C:4]([NH:9][C:18](=[O:19])[C:17]([F:28])([F:27])[F:16])[N:3]=1. The yield is 1.00. (10) The reactants are [CH3:1][O:2][C:3](=[O:15])[C:4]([CH:6]([OH:14])[C:7]1[CH:8]=[N:9][C:10]([CH3:13])=[N:11][CH:12]=1)=[CH2:5].[C:16](OC(=O)C)(=[O:18])[CH3:17].C([O-])(O)=O.[Na+]. The catalyst is CN(C1C=CN=CC=1)C.C(Cl)Cl. The product is [CH3:1][O:2][C:3](=[O:15])[C:4]([CH:6]([O:14][C:16](=[O:18])[CH3:17])[C:7]1[CH:12]=[N:11][C:10]([CH3:13])=[N:9][CH:8]=1)=[CH2:5]. The yield is 0.611.